The task is: Predict the product of the given reaction.. This data is from Forward reaction prediction with 1.9M reactions from USPTO patents (1976-2016). (1) Given the reactants [H-].[Na+].[CH2:3]([O:10][C:11](=[O:20])[NH:12][C@@H:13]1[CH2:17][C:16](=[O:18])[NH:15][C:14]1=[O:19])[C:4]1[CH:9]=[CH:8][CH:7]=[CH:6][CH:5]=1.[CH2:21](Br)[C:22]1[CH:27]=[CH:26][CH:25]=[CH:24][CH:23]=1.CN(C=O)C, predict the reaction product. The product is: [CH2:3]([O:10][C:11](=[O:20])[NH:12][C@@H:13]1[CH2:17][C:16](=[O:18])[N:15]([CH2:21][C:22]2[CH:27]=[CH:26][CH:25]=[CH:24][CH:23]=2)[C:14]1=[O:19])[C:4]1[CH:5]=[CH:6][CH:7]=[CH:8][CH:9]=1. (2) Given the reactants [S:1]1[C:5]([C:6]([O:8]C)=[O:7])=[CH:4][C:3]2[CH:10]=[C:11]([C:14]([O:16]C)=[O:15])[CH:12]=[CH:13][C:2]1=2.O.[OH-].[Li+].O, predict the reaction product. The product is: [S:1]1[C:5]([C:6]([OH:8])=[O:7])=[CH:4][C:3]2[CH:10]=[C:11]([C:14]([OH:16])=[O:15])[CH:12]=[CH:13][C:2]1=2. (3) The product is: [F:1][C:2]([F:7])([F:6])[C:3]([OH:5])=[O:4].[NH:92]1[C:93]2[C:98](=[CH:97][CH:96]=[CH:95][CH:94]=2)[C:90]([CH2:24][C@H:15]([NH:14][C:12](=[O:13])[C@H:11]([CH3:31])[C@@H:10]([O:9][CH3:8])[C@@H:32]2[CH2:36][CH2:35][CH2:34][NH:33]2)[C:16]([N:18]2[CH2:23][CH2:22][CH2:21][CH2:20][O:19]2)=[O:17])=[CH:91]1. Given the reactants [F:1][C:2]([F:7])([F:6])[C:3]([OH:5])=[O:4].[CH3:8][O:9][C@@H:10]([C@@H:32]1[CH2:36][CH2:35][CH2:34][NH:33]1)[C@@H:11]([CH3:31])[C:12]([NH:14][C@@H:15]([CH2:24]C1C=CC=CC=1)[C:16]([N:18]1[CH2:23][CH2:22][CH2:21][CH2:20][O:19]1)=[O:17])=[O:13].C(OC(N[C@H](C(N(C)[C@@H]([C@@H](C)CC)[C@H](OC)CC(OC(C)(C)C)=O)=O)C(C)C)=O)C1C=CC=CC=1.FC(F)(F)C(O)=O.N[C@@H](C[C:90]1[C:98]2[C:93](=[CH:94][CH:95]=[CH:96][CH:97]=2)[NH:92][CH:91]=1)C(N1CCCCO1)=O, predict the reaction product. (4) Given the reactants [N:1]1([CH2:6][C:7]2[CH:16]=[CH:15][C:10]([C:11](OC)=O)=[CH:9][CH:8]=2)[CH:5]=[CH:4][CH:3]=[N:2]1.[Br:17][C:18]1[C:19]2[C:23]([CH:24]=[CH:25][CH:26]=1)=[N:22][NH:21][CH:20]=2.C1(P(C2C=CC=CC=2)C2C=CC=CC=2)C=CC=CC=1.C1C=CC(COC(/N=N/C(OCC2C=CC=CC=2)=O)=O)=CC=1, predict the reaction product. The product is: [N:1]1([CH2:6][C:7]2[CH:16]=[CH:15][C:10]([CH2:11][N:21]3[CH:20]=[C:19]4[C:23]([CH:24]=[CH:25][CH:26]=[C:18]4[Br:17])=[N:22]3)=[CH:9][CH:8]=2)[CH:5]=[CH:4][CH:3]=[N:2]1. (5) The product is: [OH:31][C:20]1[CH:19]=[CH:18][C:17]2[CH:16]([C:11]3[CH:12]=[CH:13][CH:14]=[CH:15][C:10]=3[C:9]([N:34]([CH3:38])[CH3:35])=[O:8])[C:29]3[C:24]([O:23][C:22]=2[CH:21]=1)=[CH:25][C:26]([OH:30])=[CH:27][CH:28]=3. Given the reactants O=C1CCC(=O)N1[O:8][C:9](=O)[C:10]1[CH:15]=[CH:14][CH:13]=[CH:12][C:11]=1[C:16]1[C:17]2[C:22]([O:23][C:24]3[C:29]=1[CH:28]=[CH:27][C:26](=[O:30])[CH:25]=3)=[CH:21][C:20]([OH:31])=[CH:19][CH:18]=2.O[N:34]1[C:38](=O)CC[C:35]1=O.C1(N=C=NC2CCCCC2)CCCCC1.Cl.CNC.C(N(CC)CC)C, predict the reaction product. (6) Given the reactants [CH3:1][O:2][P:3]([C:7]([C:10]1[CH:18]=[CH:17][C:13]([C:14]([OH:16])=O)=[CH:12][CH:11]=1)([F:9])[CH3:8])([O:5][CH3:6])=[O:4].C(OC(=O)[NH:25][C:26]1[CH:31]=[CH:30][C:29]([C:32]2[S:33][CH:34]=[CH:35][CH:36]=2)=[CH:28][C:27]=1[NH2:37])(C)(C)C.F[P-](F)(F)(F)(F)F.N1(O[P+](N(C)C)(N(C)C)N(C)C)C2C=CC=CC=2N=N1.CCN(C(C)C)C(C)C, predict the reaction product. The product is: [CH3:6][O:5][P:3]([C:7]([C:10]1[CH:11]=[CH:12][C:13]([C:14](=[O:16])[NH:37][C:27]2[CH:28]=[C:29]([C:32]3[S:33][CH:34]=[CH:35][CH:36]=3)[CH:30]=[CH:31][C:26]=2[NH2:25])=[CH:17][CH:18]=1)([F:9])[CH3:8])(=[O:4])[O:2][CH3:1].